This data is from Forward reaction prediction with 1.9M reactions from USPTO patents (1976-2016). The task is: Predict the product of the given reaction. (1) Given the reactants C(OC(=O)[NH:7][C:8]1([C:11]2[N:16]=[CH:15][C:14]([Br:17])=[CH:13][N:12]=2)[CH2:10][CH2:9]1)(C)(C)C.[ClH:19].O1CCOCC1, predict the reaction product. The product is: [ClH:19].[ClH:19].[Br:17][C:14]1[CH:15]=[N:16][C:11]([C:8]2([NH2:7])[CH2:9][CH2:10]2)=[N:12][CH:13]=1. (2) Given the reactants C(P(C(C)(C)C)C1C=CC=CC=1C1C=CC=CC=1)(C)(C)C.[O-]P([O-])([O-])=O.[K+].[K+].[K+].C([O:32][C:33](=[O:62])[CH:34]([C:55]1[CH:56]=[C:57]([CH3:61])[CH:58]=[CH:59][CH:60]=1)[CH2:35][C:36]1[CH:40]=[C:39]([C:41]2[CH:46]=[CH:45][C:44](Br)=[CH:43][CH:42]=2)[N:38]([C:48]2[CH:53]=[CH:52][C:51]([CH3:54])=[CH:50][CH:49]=2)[N:37]=1)C.[CH2:63]([NH2:66])[CH:64]=[CH2:65], predict the reaction product. The product is: [CH2:63]([NH:66][C:44]1[CH:43]=[CH:42][C:41]([C:39]2[N:38]([C:48]3[CH:53]=[CH:52][C:51]([CH3:54])=[CH:50][CH:49]=3)[N:37]=[C:36]([CH2:35][CH:34]([C:55]3[CH:56]=[C:57]([CH3:61])[CH:58]=[CH:59][CH:60]=3)[C:33]([OH:62])=[O:32])[CH:40]=2)=[CH:46][CH:45]=1)[CH:64]=[CH2:65]. (3) The product is: [F:22][CH:23]([F:26])[CH2:24][O:20][C:13]1[CH:12]=[C:11]([C:2]([F:21])([F:1])[C:3]2[CH:4]=[C:5]([CH:8]=[CH:9][CH:10]=2)[C:6]#[N:7])[CH:16]=[C:15]([N+:17]([O-:19])=[O:18])[CH:14]=1. Given the reactants [F:1][C:2]([F:21])([C:11]1[CH:16]=[C:15]([N+:17]([O-:19])=[O:18])[CH:14]=[C:13]([OH:20])[CH:12]=1)[C:3]1[CH:4]=[C:5]([CH:8]=[CH:9][CH:10]=1)[C:6]#[N:7].[F:22][CH:23]([F:26])[CH2:24]O.C(C=P(CCCC)(CCCC)CCCC)#N, predict the reaction product. (4) Given the reactants [C:1]([O:5][C:6]([N:8]([CH3:32])[CH:9]1[CH2:14][CH2:13][CH:12]([O:15][C:16]2[C:27]3[C:26]4[C@@H:25]([CH2:28][C:29](O)=[O:30])[CH2:24][CH2:23][C:22]=4[S:21][C:20]=3[N:19]=[CH:18][N:17]=2)[CH2:11][CH2:10]1)=[O:7])([CH3:4])([CH3:3])[CH3:2].C(O)(=O)C.CN(C(ON1N=NC2C=CC=NC1=2)=[N+](C)C)C.F[P-](F)(F)(F)(F)F.CCN(C(C)C)C(C)C.Cl.[NH2:71][CH2:72][C:73]([NH:75][CH3:76])=[O:74], predict the reaction product. The product is: [CH3:32][N:8]([CH:9]1[CH2:14][CH2:13][CH:12]([O:15][C:16]2[C:27]3[C:26]4[C@@H:25]([CH2:28][C:29](=[O:30])[NH:71][CH2:72][C:73](=[O:74])[NH:75][CH3:76])[CH2:24][CH2:23][C:22]=4[S:21][C:20]=3[N:19]=[CH:18][N:17]=2)[CH2:11][CH2:10]1)[C:6](=[O:7])[O:5][C:1]([CH3:4])([CH3:2])[CH3:3]. (5) Given the reactants C([O:8][C:9]1[CH:10]=[C:11]([CH:15]([C:17]2[C:25]3[C:20](=[CH:21][CH:22]=[CH:23][CH:24]=3)[N:19]([CH:26]3[CH2:30]CC[CH2:27]3)[N:18]=2)[OH:16])[CH:12]=[CH:13][CH:14]=1)C1C=CC=CC=1.C([O-])=O.[NH4+], predict the reaction product. The product is: [OH:8][C:9]1[CH:10]=[C:11]([C:15]([C:17]2[C:25]3[C:20](=[CH:21][CH:22]=[CH:23][CH:24]=3)[N:19]([CH:26]([CH3:30])[CH3:27])[N:18]=2)=[O:16])[CH:12]=[CH:13][CH:14]=1. (6) Given the reactants [Cl:1][C:2]1[CH:7]=[CH:6][C:5]([CH2:8][C:9]([C:11]2[CH:16]=[CH:15][CH:14]=[C:13]([I:17])[C:12]=2[F:18])=[O:10])=[C:4]([F:19])[CH:3]=1.[Li+].C[Si]([N-][Si](C)(C)C)(C)C.[C:30](#[N:33])[CH:31]=[CH2:32], predict the reaction product. The product is: [Cl:1][C:2]1[CH:7]=[CH:6][C:5]([CH:8]([C:9]([C:11]2[CH:16]=[CH:15][CH:14]=[C:13]([I:17])[C:12]=2[F:18])=[O:10])[CH2:32][CH2:31][C:30]#[N:33])=[C:4]([F:19])[CH:3]=1. (7) Given the reactants C[Sn](C)(C)[C:3]1[CH:4]=[CH:5][C:6]2[N:7]([CH:9]=[C:10]([C:12]([NH:14][C:15]3[CH:20]=[CH:19][CH:18]=[CH:17][CH:16]=3)=[O:13])[N:11]=2)[CH:8]=1.Br[C:24]1[CH:25]=[C:26]([CH2:30][OH:31])[CH:27]=[N:28][CH:29]=1, predict the reaction product. The product is: [OH:31][CH2:30][C:26]1[CH:25]=[C:24]([C:3]2[CH:4]=[CH:5][C:6]3[N:7]([CH:9]=[C:10]([C:12]([NH:14][C:15]4[CH:20]=[CH:19][CH:18]=[CH:17][CH:16]=4)=[O:13])[N:11]=3)[CH:8]=2)[CH:29]=[N:28][CH:27]=1.